The task is: Predict the reactants needed to synthesize the given product.. This data is from Full USPTO retrosynthesis dataset with 1.9M reactions from patents (1976-2016). (1) Given the product [Br:1][C:2]1[CH:3]=[CH:4][CH:5]([CH:8]=[CH:9][C:10]([C:12]2[C:17]([OH:18])=[CH:16][CH:15]=[CH:14][C:13]=2[O:19][CH2:20][C:21]([OH:23])=[O:22])=[O:11])[CH2:6][CH:7]=1, predict the reactants needed to synthesize it. The reactants are: [Br:1][C:2]1[CH:7]=[CH:6][C:5]([CH:8]=[CH:9][C:10]([C:12]2[C:17]([OH:18])=[CH:16][CH:15]=[CH:14][C:13]=2[O:19][CH2:20][C:21]([OH:23])=[O:22])=[O:11])=[CH:4][CH:3]=1.C([SiH](CC)CC)C.[OH-].[Na+].C(OCC)C. (2) The reactants are: [C:1]([Si:5](Cl)([CH3:7])[CH3:6])([CH3:4])([CH3:3])[CH3:2].N1C=CN=C1.[C:14]([O:18][C:19]([N:21]1[CH2:26][CH2:25][NH:24][CH2:23][C@@H:22]1[CH2:27][CH2:28][OH:29])=[O:20])([CH3:17])([CH3:16])[CH3:15]. Given the product [C:14]([O:18][C:19]([N:21]1[CH2:26][CH2:25][NH:24][CH2:23][C@@H:22]1[CH2:27][CH2:28][O:29][Si:5]([C:1]([CH3:4])([CH3:3])[CH3:2])([CH3:7])[CH3:6])=[O:20])([CH3:17])([CH3:16])[CH3:15], predict the reactants needed to synthesize it.